This data is from Full USPTO retrosynthesis dataset with 1.9M reactions from patents (1976-2016). The task is: Predict the reactants needed to synthesize the given product. (1) Given the product [F:20][C:21]1[CH:22]=[CH:23][C:24]([O:36][CH3:37])=[C:25]([C:27]2[CH:32]=[CH:31][C:30]([C@H:33]([NH:35][S:15]([C:12]3[C:11]([CH3:19])=[N:10][N:9]([CH3:8])[C:13]=3[CH3:14])(=[O:17])=[O:16])[CH3:34])=[CH:29][CH:28]=2)[CH:26]=1, predict the reactants needed to synthesize it. The reactants are: C(N(CC)CC)C.[CH3:8][N:9]1[C:13]([CH3:14])=[C:12]([S:15](Cl)(=[O:17])=[O:16])[C:11]([CH3:19])=[N:10]1.[F:20][C:21]1[CH:22]=[CH:23][C:24]([O:36][CH3:37])=[C:25]([C:27]2[CH:32]=[CH:31][C:30]([C@H:33]([NH2:35])[CH3:34])=[CH:29][CH:28]=2)[CH:26]=1. (2) Given the product [Br:1][C:2]1[CH:7]=[C:6]([O:8][C:9]2[CH:10]=[CH:11][C:12]([S:15]([CH3:18])(=[O:16])=[O:17])=[CH:13][CH:14]=2)[CH:5]=[C:4]([O:19][C@@H:23]([CH3:24])[CH2:22][O:21][CH3:20])[CH:3]=1, predict the reactants needed to synthesize it. The reactants are: [Br:1][C:2]1[CH:3]=[C:4]([OH:19])[CH:5]=[C:6]([O:8][C:9]2[CH:14]=[CH:13][C:12]([S:15]([CH3:18])(=[O:17])=[O:16])=[CH:11][CH:10]=2)[CH:7]=1.[CH3:20][O:21][CH2:22][C@H:23](O)[CH3:24].C1(P(C2C=CC=CC=2)C2C=CC=CC=2)C=CC=CC=1.N(C(OCC)=O)=NC(OCC)=O.